Task: Binary Classification. Given a miRNA mature sequence and a target amino acid sequence, predict their likelihood of interaction.. Dataset: Experimentally validated miRNA-target interactions with 360,000+ pairs, plus equal number of negative samples (1) The miRNA is mmu-miR-466d-3p with sequence UAUACAUACACGCACACAUAG. The protein sequence of the target gene is MAVPFVEDWDLVQTLGEGAYGEVQLAVNRITEEAVAVKIVDMKRAIDCPENIKKEICINKMLSHENVVKFYGHRREGHIQYLFLEYCSGGELFDRIEPDIGMPEQDAQRFFHQLMAGVVYLHGIGITHRDIKPENLLLDERDNLKISDFGLATVFRHNNRERLLNKMCGTLPYVAPELLKRKEFHAEPVDVWSCGIVLTAMLAGELPWDQPSDSCQEYSDWKEKKTYLNPWKKIDSAPLALLHKILVETPSARITIPDIKKDRWYNKPLNRGAKRPRATSGGMSESSSGFSKHIHSNLDF.... Result: 1 (interaction). (2) The miRNA is mmu-let-7b-5p with sequence UGAGGUAGUAGGUUGUGUGGUU. The protein sequence of the target gene is MGESWAARGAEGAPARMPLVLTALWAAVVVLELAYVMVLGPGPPPLGPLARALQLALAAYQLLNLLGNVVLFLRSDPSIRGVMLAGRGLGQGWAYCYQCQSQVPPRSGHCSACRVCILRRDHHCRLLGCCVGFHNYRPFLCLLLHSAGVLLHISVLLGPALSALLQAHSALYTVALLLLPWLMLLTGKVSLAQFALAFVVDTCVAGALLCGAGLLFHGMLLLRGQTTWEWARGHHCYDLGTCHNLQAALGPRWALVWFWPFLASPLPGDGISFQTPGDVGLVTS. Result: 1 (interaction). (3) The miRNA is hsa-miR-371b-5p with sequence ACUCAAAAGAUGGCGGCACUUU. The protein sequence of the target gene is MGSCCSCPDKDTVPDNHRNKFKVINVDDDGNELGSGVMELTDTELILYTRKRDSVKWHYLCLRRYGYDSNLFSFESGRRCQTGQGIFAFKCARAEELFNMLQEIMQNNSINVVEEPVVERSSHQTELEVPRTPRTPTTPGLGAQNLPNGYPRYPSFGDASSHPSSRHPSVGSARLPSVGEESTHPLLVAEEQVHTYVNTTGVQEERKNRASVHVPPEARVSNAESNTPKEEPSNPEDRDPQVLLKPEGVRFVLGPTPVQKQLMEKEKLEQLGKDPVSGSGAGNTEWDTGYDSDERRDVPP.... Result: 0 (no interaction). (4) The miRNA is hsa-miR-4793-5p with sequence ACAUCCUGCUCCACAGGGCAGAGG. The protein sequence of the target gene is MFRAYGNNGLKNPERISGENPDLYTQTRAAVQQRATTTLKRNEKQKLAVQNDSVFQQVGIGESDSDDDNGGVRIRMSPHRYIDPDDVFTLPEVKKQNALRDAKIAARAAQATAYNTFPSVKSLNGCQDPPETSQQSTSRKRSASNSRSPSRSHSRRYDRDNGRQRSRSREKKRRKKERRRKRSSSRSSSSSRSRDRSSRARDTSSHTLMKMNKPAKYAFLTDEEYRTCDAYISSAFITQTKSDCENYTQGVPKKEIAKCRLSVKFIVGLEHNNILFNNIYGAEYARDKENRPFWEQLDRY.... Result: 0 (no interaction).